This data is from Forward reaction prediction with 1.9M reactions from USPTO patents (1976-2016). The task is: Predict the product of the given reaction. Given the reactants [N+:1]([O:4][CH2:5][CH2:6][CH2:7][CH2:8][C:9]([OH:11])=O)([O-:3])=[O:2].[CH2:12]([N:14](CC)CC)C.ClC(OCC)=O.CN.S([O-])([O-])(=O)=O.[Na+].[Na+], predict the reaction product. The product is: [CH3:12][NH:14][C:9](=[O:11])[CH2:8][CH2:7][CH2:6][CH2:5][O:4][N+:1]([O-:3])=[O:2].